From a dataset of Reaction yield outcomes from USPTO patents with 853,638 reactions. Predict the reaction yield, written as a fraction of the theoretical maximum amount of product (1.0 means a 100% yield; for example, 0.34 means a 34% yield). (1) The reactants are [Cl:1][C:2]1[CH:3]=[C:4]([CH:9](O)[C:10]([F:13])([F:12])[F:11])[CH:5]=[C:6]([Cl:8])[CH:7]=1.[Br:15]N1C(=O)CCC1=O.P(OC1C=CC=CC=1)(OC1C=CC=CC=1)OC1C=CC=CC=1. The catalyst is ClCCl. The product is [Br:15][CH:9]([C:4]1[CH:3]=[C:2]([Cl:1])[CH:7]=[C:6]([Cl:8])[CH:5]=1)[C:10]([F:13])([F:12])[F:11]. The yield is 0.400. (2) The reactants are [Br:1][C:2]1[CH:7]=[CH:6][CH:5]=[CH:4][C:3]=1[N:8]1[C:13](=[O:14])[NH:12][CH2:11][C:10]([C:15]2[CH:20]=[CH:19][CH:18]=[CH:17][N:16]=2)=[N:9]1.C(N(CC)CC)C.[C:28]1(B(O)O)[CH:33]=[CH:32][CH:31]=[CH:30][CH:29]=1.[H-].[Na+]. The catalyst is ClCCl.C([O-])(=O)C.[Cu+2].C([O-])(=O)C. The product is [Br:1][C:2]1[CH:7]=[CH:6][CH:5]=[CH:4][C:3]=1[N:8]1[C:13](=[O:14])[N:12]([C:28]2[CH:33]=[CH:32][CH:31]=[CH:30][CH:29]=2)[CH2:11][C:10]([C:15]2[CH:20]=[CH:19][CH:18]=[CH:17][N:16]=2)=[N:9]1. The yield is 0.750. (3) The reactants are [C:1](OC(=O)C)(=[O:3])[CH3:2].[C:8]([O:12][C:13]([N:15]1[C@@H:20]([C@@H:21]([OH:33])[C@@H:22]([NH2:32])[CH2:23][C:24]2[CH:29]=[C:28]([F:30])[CH:27]=[C:26]([F:31])[CH:25]=2)[CH2:19][O:18][C@@H:17]([O:34][CH2:35][C:36]([F:39])([CH3:38])[CH3:37])[CH2:16]1)=[O:14])([CH3:11])([CH3:10])[CH3:9].C(N(CC)CC)C. The catalyst is ClCCl. The product is [C:8]([O:12][C:13]([N:15]1[C@@H:20]([C@@H:21]([OH:33])[C@@H:22]([NH:32][C:1](=[O:3])[CH3:2])[CH2:23][C:24]2[CH:29]=[C:28]([F:30])[CH:27]=[C:26]([F:31])[CH:25]=2)[CH2:19][O:18][C@@H:17]([O:34][CH2:35][C:36]([F:39])([CH3:38])[CH3:37])[CH2:16]1)=[O:14])([CH3:9])([CH3:11])[CH3:10]. The yield is 0.800. (4) The reactants are [CH2:1]([Mg]Br)[CH3:2].COCN[C:9]([CH:11]1[CH2:14][N:13]([CH:15]([C:22]2[CH:27]=[CH:26][CH:25]=[CH:24][CH:23]=2)[C:16]2[CH:21]=[CH:20][CH:19]=[CH:18][CH:17]=2)[CH2:12]1)=[O:10].[Cl-].[NH4+]. The yield is 0.890. The catalyst is O1CCCC1. The product is [CH:15]([N:13]1[CH2:14][CH:11]([C:9](=[O:10])[CH2:1][CH3:2])[CH2:12]1)([C:22]1[CH:27]=[CH:26][CH:25]=[CH:24][CH:23]=1)[C:16]1[CH:17]=[CH:18][CH:19]=[CH:20][CH:21]=1. (5) The product is [Cl:17][C:10]1[CH:11]=[CH:12][N:13]=[C:14]2[C:9]=1[N:8]=[C:7]([C:28]1[CH:29]=[C:30]([NH:34][S:35]([C:38]3[CH:39]=[CH:40][CH:41]=[CH:42][CH:43]=3)(=[O:36])=[O:37])[CH:31]=[N:32][CH:33]=1)[CH:16]=[CH:15]2. The catalyst is C(=O)(O)[O-].[Na+].O1CCOCC1.O.C(OCC)(=O)C.Cl.ClCCl.C1C=CC([PH+]([C]2[CH][CH][CH][CH]2)C2C=CC=CC=2)=CC=1.C1C=CC([PH+]([C]2[CH][CH][CH][CH]2)C2C=CC=CC=2)=CC=1.C(Cl)Cl.Cl[Pd]Cl.[Fe]. The yield is 0.460. The reactants are FC(F)(F)S(O[C:7]1[CH:16]=[CH:15][C:14]2[C:9](=[C:10]([Cl:17])[CH:11]=[CH:12][N:13]=2)[N:8]=1)(=O)=O.CC1(C)C(C)(C)OB([C:28]2[CH:29]=[C:30]([NH:34][S:35]([C:38]3[CH:43]=[CH:42][CH:41]=[CH:40][CH:39]=3)(=[O:37])=[O:36])[CH:31]=[N:32][CH:33]=2)O1. (6) The reactants are [C:1]([C:5]1[CH:10]=[C:9]([Br:11])[CH:8]=[C:7]([C:12]([CH3:15])([CH3:14])[CH3:13])[C:6]=1[OH:16])([CH3:4])([CH3:3])[CH3:2].[CH3:17][Si:18](CCl)([CH3:20])[CH3:19].C1COCC1.[Li+].CCC[CH2-]. The catalyst is O. The product is [C:12]([C:7]1[CH:8]=[C:9]([Br:11])[CH:10]=[C:5]([C:1]([CH3:4])([CH3:3])[CH3:2])[C:6]=1[O:16][Si:18]([CH3:20])([CH3:19])[CH3:17])([CH3:15])([CH3:14])[CH3:13]. The yield is 0.950. (7) The reactants are [S:1]1[C:5]2[CH:6]=[CH:7][CH:8]=[CH:9][C:4]=2[N:3]=[C:2]1[NH:10][CH:11]1[CH2:16][CH2:15][NH:14][CH2:13][CH2:12]1.[CH2:17]([O:19][C:20]1[CH:29]=[CH:28][C:27]2[C:22](=[CH:23][CH:24]=[CH:25][CH:26]=2)[C:21]=1[CH:30]=O)[CH3:18].C(N(C(C)C)CC)(C)C.C(O)(=O)C.C([BH3-])#N.[Na+]. The catalyst is C(O)C. The product is [S:1]1[C:5]2[CH:6]=[CH:7][CH:8]=[CH:9][C:4]=2[N:3]=[C:2]1[NH:10][CH:11]1[CH2:16][CH2:15][N:14]([CH2:30][C:21]2[C:22]3[C:27](=[CH:26][CH:25]=[CH:24][CH:23]=3)[CH:28]=[CH:29][C:20]=2[O:19][CH2:17][CH3:18])[CH2:13][CH2:12]1. The yield is 0.0800.